From a dataset of Catalyst prediction with 721,799 reactions and 888 catalyst types from USPTO. Predict which catalyst facilitates the given reaction. (1) Reactant: [N:1]1[N:2]([C:6]2[CH:14]=[CH:13][CH:12]=[CH:11][C:7]=2[C:8]([Cl:10])=[O:9])[N:3]=[CH:4][CH:5]=1.[NH2:15][CH:16]1[CH2:20][CH2:19][CH2:18][C:17]1([NH:22]C(=O)OC(C)(C)C)[CH3:21].CCN(C(C)C)C(C)C.Cl.O1CCOCC1. Product: [ClH:10].[NH2:22][C:17]1([CH3:21])[CH2:18][CH2:19][CH2:20][CH:16]1[NH:15][C:8](=[O:9])[C:7]1[CH:11]=[CH:12][CH:13]=[CH:14][C:6]=1[N:2]1[N:3]=[CH:4][CH:5]=[N:1]1. The catalyst class is: 2. (2) Reactant: [CH:1]1([N:6]2[CH2:12][C:11]([F:14])([F:13])[C:10](=[O:15])[N:9]([CH3:16])[C:8]3[CH:17]=[N:18][C:19]([NH:21][C:22]4[CH:30]=[CH:29][C:25]([C:26](O)=[O:27])=[CH:24][C:23]=4[CH2:31][CH3:32])=[N:20][C:7]2=3)[CH2:5][CH2:4][CH2:3][CH2:2]1.ON1C2C=CC=CC=2N=N1.F[P-](F)(F)(F)(F)F.CN(C(N(C)C)=[N+]1C2C=CC=CC=2[N+]([O-])=N1)C.C(N(C(C)C)CC)(C)C.[CH3:76][N:77]([CH3:81])[CH2:78][CH2:79][NH2:80]. Product: [CH:1]1([N:6]2[CH2:12][C:11]([F:14])([F:13])[C:10](=[O:15])[N:9]([CH3:16])[C:8]3[CH:17]=[N:18][C:19]([NH:21][C:22]4[CH:30]=[CH:29][C:25]([C:26]([NH:80][CH2:79][CH2:78][N:77]([CH3:81])[CH3:76])=[O:27])=[CH:24][C:23]=4[CH2:31][CH3:32])=[N:20][C:7]2=3)[CH2:5][CH2:4][CH2:3][CH2:2]1. The catalyst class is: 9. (3) Reactant: C([O-])(=O)C.[K+].C(OC(N[C@@H](CC1C=NC(C(F)(F)F)=CC=1)CN(C1SC([C:29]2[CH:30]=[C:31]3[C:36](=[CH:37][CH:38]=2)[CH:35]=[N:34][C:33]([F:39])=[CH:32]3)=CN=1)C(=O)OC(C)(C)C)=O)(C)(C)C.Br[C:52]1[S:56][C:55]([N:57]([CH2:65][C@@H:66]([NH:78][C:79]([O:81][C:82]([CH3:85])([CH3:84])[CH3:83])=[O:80])[CH2:67][C:68]2[CH:77]=[CH:76][C:71]3[O:72][CH2:73][CH2:74][O:75][C:70]=3[CH:69]=2)[C:58](=[O:64])[O:59][C:60]([CH3:63])([CH3:62])[CH3:61])=[N:54][CH:53]=1.C(#N)C. Product: [C:82]([O:81][C:79]([NH:78][C@@H:66]([CH2:67][C:68]1[CH:77]=[CH:76][C:71]2[O:72][CH2:73][CH2:74][O:75][C:70]=2[CH:69]=1)[CH2:65][N:57]([C:55]1[S:56][C:52]([C:29]2[CH:30]=[C:31]3[C:36](=[CH:37][CH:38]=2)[CH:35]=[N:34][C:33]([F:39])=[CH:32]3)=[CH:53][N:54]=1)[C:58](=[O:64])[O:59][C:60]([CH3:63])([CH3:62])[CH3:61])=[O:80])([CH3:85])([CH3:84])[CH3:83]. The catalyst class is: 6.